Dataset: Aqueous solubility values for 9,982 compounds from the AqSolDB database. Task: Regression/Classification. Given a drug SMILES string, predict its absorption, distribution, metabolism, or excretion properties. Task type varies by dataset: regression for continuous measurements (e.g., permeability, clearance, half-life) or binary classification for categorical outcomes (e.g., BBB penetration, CYP inhibition). For this dataset (solubility_aqsoldb), we predict Y. (1) The molecule is CCC(=O)N(c1ccccc1)C1CCN(CCc2ccccc2)CC1. The Y is -3.82 log mol/L. (2) The drug is NC(C(=O)O)c1ccc(O)cc1. The Y is -0.530 log mol/L. (3) The drug is CNC1(c2ccccc2Cl)CCCCC1=O.[Cl-].[H+]. The Y is -0.137 log mol/L. (4) The molecule is C[C@H]1CN(c2c(F)c(N)c3c(=O)c(C(=O)O)cn(C4CC4)c3c2F)C[C@@H](C)N1. The Y is -3.37 log mol/L. (5) The compound is O=C(O)COc1c(Cl)cccc1Cl. The Y is -2.15 log mol/L. (6) The compound is CC/C(C)=N/O. The Y is 0.0599 log mol/L. (7) The molecule is CCN(CC)C(=S)SSC(=S)N(CC)CC. The Y is -4.86 log mol/L.